This data is from Peptide-MHC class I binding affinity with 185,985 pairs from IEDB/IMGT. The task is: Regression. Given a peptide amino acid sequence and an MHC pseudo amino acid sequence, predict their binding affinity value. This is MHC class I binding data. (1) The peptide sequence is KLLEYSNQ. The MHC is H-2-Db with pseudo-sequence H-2-Db. The binding affinity (normalized) is 0. (2) The peptide sequence is VLPVPGASV. The MHC is HLA-B40:01 with pseudo-sequence HLA-B40:01. The binding affinity (normalized) is 0.0847. (3) The peptide sequence is SLFTEQAFY. The MHC is HLA-A80:01 with pseudo-sequence HLA-A80:01. The binding affinity (normalized) is 0.798. (4) The peptide sequence is SVITQACPK. The MHC is HLA-B40:01 with pseudo-sequence HLA-B40:01. The binding affinity (normalized) is 0. (5) The peptide sequence is QPWTPVSSF. The MHC is HLA-B46:01 with pseudo-sequence HLA-B46:01. The binding affinity (normalized) is 0.0847. (6) The peptide sequence is LECSPRTGL. The MHC is HLA-B40:01 with pseudo-sequence HLA-B40:01. The binding affinity (normalized) is 0.409. (7) The peptide sequence is TSSDTYACW. The MHC is HLA-B15:01 with pseudo-sequence HLA-B15:01. The binding affinity (normalized) is 0.0847. (8) The peptide sequence is TNFESFTVK. The MHC is HLA-A33:01 with pseudo-sequence HLA-A33:01. The binding affinity (normalized) is 0.